This data is from Forward reaction prediction with 1.9M reactions from USPTO patents (1976-2016). The task is: Predict the product of the given reaction. (1) The product is: [ClH:41].[Br:1][C:2]1[CH:7]=[CH:6][C:5]([NH:8][C:9]2[C:10]([C:20]([NH:22][O:23][CH2:24][CH2:25][O:26][C:27](=[O:40])[CH:28]([NH2:32])[CH:29]([CH3:31])[CH3:30])=[O:21])=[CH:11][C:12]3[N:16]([CH3:17])[CH:15]=[N:14][C:13]=3[C:18]=2[F:19])=[C:4]([Cl:41])[CH:3]=1. Given the reactants [Br:1][C:2]1[CH:7]=[CH:6][C:5]([NH:8][C:9]2[C:10]([C:20]([NH:22][O:23][CH2:24][CH2:25][O:26][C:27](=[O:40])[CH:28]([NH:32]C(OC(C)(C)C)=O)[CH:29]([CH3:31])[CH3:30])=[O:21])=[CH:11][C:12]3[N:16]([CH3:17])[CH:15]=[N:14][C:13]=3[C:18]=2[F:19])=[C:4]([Cl:41])[CH:3]=1.FC(F)(F)C(O)=O, predict the reaction product. (2) Given the reactants C([O:8][N:9]1[C:15](=[O:16])[N:14]2[CH2:17][C@H:10]1[CH2:11][CH2:12][C@H:13]2[C:18]([NH:20][NH:21][C:22](=[O:29])[C:23]1[CH:28]=[CH:27][CH:26]=[CH:25][N:24]=1)=[O:19])C1C=CC=CC=1, predict the reaction product. The product is: [OH:8][N:9]1[C:15](=[O:16])[N:14]2[CH2:17][C@H:10]1[CH2:11][CH2:12][C@H:13]2[C:18]([NH:20][NH:21][C:22](=[O:29])[C:23]1[CH:28]=[CH:27][CH:26]=[CH:25][N:24]=1)=[O:19]. (3) Given the reactants [OH-:1].[Na+].[N+]([C:6]1C=CC=C[C:7]=1[C:8]([O-:10])=O)([O-])=O.[CH2:15]([O:22][C:23]([NH:25][C@@H:26]([CH2:34][SH:35])[C:27]([O:29][C:30]([CH3:33])([CH3:32])[CH3:31])=[O:28])=[O:24])[C:16]1[CH:21]=[CH:20][CH:19]=[CH:18][CH:17]=1, predict the reaction product. The product is: [CH2:15]([O:22][C:23]([NH:25][C@@H:26]([CH2:34][S:35][CH2:6][C@@H:7]([OH:1])[CH2:8][OH:10])[C:27]([O:29][C:30]([CH3:31])([CH3:32])[CH3:33])=[O:28])=[O:24])[C:16]1[CH:17]=[CH:18][CH:19]=[CH:20][CH:21]=1. (4) The product is: [Cl:1][C:2]1[CH:3]=[C:4]([C@@H:12]([CH2:16][CH:17]2[CH2:21][CH2:20][CH2:19][CH2:18]2)[C:13]([NH:40][C:37]2[CH:36]=[N:35][C:34]([C@H:32]3[CH2:31][O:30][C:29]([CH3:41])([CH3:28])[O:33]3)=[CH:39][N:38]=2)=[O:15])[CH:5]=[CH:6][C:7]=1[S:8]([CH3:11])(=[O:9])=[O:10]. Given the reactants [Cl:1][C:2]1[CH:3]=[C:4]([C@@H:12]([CH2:16][CH:17]2[CH2:21][CH2:20][CH2:19][CH2:18]2)[C:13]([OH:15])=O)[CH:5]=[CH:6][C:7]=1[S:8]([CH3:11])(=[O:10])=[O:9].C(Cl)(=O)C(Cl)=O.[CH3:28][C:29]1([CH3:41])[O:33][C@@H:32]([C:34]2[N:35]=[CH:36][C:37]([NH2:40])=[N:38][CH:39]=2)[CH2:31][O:30]1.N1C=CC=CC=1.Cl, predict the reaction product. (5) The product is: [Br:9][C:2]1[S:1][CH:5]=[CH:4][C:3]=1[CH2:6][C:7]#[N:8]. Given the reactants [S:1]1[CH:5]=[CH:4][C:3]([CH2:6][C:7]#[N:8])=[CH:2]1.[Br:9]N1C(=O)CCC1=O, predict the reaction product.